Dataset: Full USPTO retrosynthesis dataset with 1.9M reactions from patents (1976-2016). Task: Predict the reactants needed to synthesize the given product. (1) Given the product [Br:1][C:2]1[CH:3]=[C:4]2[C:8]([CH:7]=[CH:6][CH2:5]2)=[CH:9][CH:10]=1, predict the reactants needed to synthesize it. The reactants are: [Br:1][C:2]1[CH:3]=[C:4]2[C:8](=[CH:9][CH:10]=1)[C:7](=O)[CH2:6][CH2:5]2.[BH4-].[Na+].S(=O)(=O)(O)O.C1C=CC=CC=1. (2) The reactants are: [NH:1]1[CH2:5][C:4](=O)[CH2:3][C:2]1=[O:7].[C:8]1([NH2:15])[CH:13]=[CH:12][CH:11]=[CH:10][C:9]=1[NH2:14]. Given the product [NH2:14][C:9]1[CH:10]=[CH:11][CH:12]=[CH:13][C:8]=1[NH:15][C:4]1[CH2:5][NH:1][C:2](=[O:7])[CH:3]=1, predict the reactants needed to synthesize it. (3) Given the product [ClH:16].[Br:1][C:2]1[C:3]([O:8][C:9]2[CH:15]=[CH:14][C:12]([NH:13][C:17]3[CH:22]=[CH:21][CH:20]=[CH:19][N:18]=3)=[CH:11][CH:10]=2)=[N:4][CH:5]=[CH:6][CH:7]=1, predict the reactants needed to synthesize it. The reactants are: [Br:1][C:2]1[C:3]([O:8][C:9]2[CH:15]=[CH:14][C:12]([NH2:13])=[CH:11][CH:10]=2)=[N:4][CH:5]=[CH:6][CH:7]=1.[Cl:16][C:17]1[CH:22]=[CH:21][CH:20]=[CH:19][N:18]=1. (4) Given the product [C:15]([C:14]1[CH:13]=[CH:12][CH:11]=[C:10]([CH:19]([C:21]2[CH:26]=[CH:25][CH:24]=[C:23]([C:27]3[CH:32]=[CH:31][CH:30]=[CH:29][N:28]=3)[CH:22]=2)[CH3:20])[C:9]=1[OH:8])([CH3:16])([CH3:17])[CH3:18], predict the reactants needed to synthesize it. The reactants are: C([O:8][C:9]1[C:14]([C:15]([CH3:18])([CH3:17])[CH3:16])=[CH:13][CH:12]=[CH:11][C:10]=1[C:19]([C:21]1[CH:22]=[C:23]([C:27]2[CH:32]=[CH:31][CH:30]=[CH:29][N:28]=2)[CH:24]=[CH:25][CH:26]=1)=[CH2:20])C1C=CC=CC=1. (5) Given the product [CH3:8][N:9]1[CH2:18][C:17]2[C:12](=[CH:13][CH:14]=[C:15]([C:19]3[CH:20]=[CH:21][C:22]([C:25]([F:27])([F:26])[F:28])=[CH:23][CH:24]=3)[CH:16]=2)[NH:11][C:10]1=[O:38], predict the reactants needed to synthesize it. The reactants are: FC(F)(F)C(O)=O.[CH3:8][N:9]1[CH2:18][C:17]2[C:12](=[CH:13][CH:14]=[C:15]([C:19]3[CH:24]=[CH:23][C:22]([C:25]([F:28])([F:27])[F:26])=[CH:21][CH:20]=3)[CH:16]=2)[N:11](CC2C=CC(OC)=CC=2)[C:10]1=[O:38].